Dataset: Full USPTO retrosynthesis dataset with 1.9M reactions from patents (1976-2016). Task: Predict the reactants needed to synthesize the given product. (1) Given the product [Cl:1][C:2]1[CH:3]=[C:4]([C:9]([C:12]2[N:16]([C:17]3[CH:18]=[CH:19][C:20]([F:23])=[CH:21][CH:22]=3)[C:15]([CH:26]=[O:27])=[N:14][CH:13]=2)([CH3:11])[CH3:10])[CH:5]=[CH:6][C:7]=1[Cl:8], predict the reactants needed to synthesize it. The reactants are: [Cl:1][C:2]1[CH:3]=[C:4]([C:9]([C:12]2[N:16]([C:17]3[CH:22]=[CH:21][C:20]([F:23])=[CH:19][CH:18]=3)[CH:15]=[N:14][CH:13]=2)([CH3:11])[CH3:10])[CH:5]=[CH:6][C:7]=1[Cl:8].C1C[O:27][CH2:26]C1.[Li]CCCC. (2) Given the product [Cl:40][C:41]1[CH:46]=[CH:45][C:44]([C:2]2[C:3]([C:9]3[CH:14]=[CH:13][C:12]([NH:15][S:16]([CH3:19])(=[O:18])=[O:17])=[CH:11][C:10]=3[CH3:20])=[C:4]([CH:7]=[O:8])[S:5][CH:6]=2)=[C:43]([O:50][CH3:51])[CH:42]=1, predict the reactants needed to synthesize it. The reactants are: Br[C:2]1[C:3]([C:9]2[CH:14]=[CH:13][C:12]([NH:15][S:16]([CH3:19])(=[O:18])=[O:17])=[CH:11][C:10]=2[CH3:20])=[C:4]([CH:7]=[O:8])[S:5][CH:6]=1.BrC1C(Br)=CSC=1C=O.OC1C=CC(B(O)O)=CC=1.[Cl:40][C:41]1[CH:46]=[CH:45][C:44](B(O)O)=[C:43]([O:50][CH3:51])[CH:42]=1.